From a dataset of Catalyst prediction with 721,799 reactions and 888 catalyst types from USPTO. Predict which catalyst facilitates the given reaction. (1) Reactant: C1C=CC(P(C2C=CC=CC=2)C2C=CC=CC=2)=CC=1.CC(OC(/N=N/C(OC(C)C)=O)=O)C.[I:34][C:35]1[C:39]([C:40]([O:42][CH2:43][CH3:44])=[O:41])=[C:38]([C:45]([O:47][CH2:48][CH3:49])=[O:46])[NH:37][N:36]=1.[CH:50]1([CH:53]([NH:56][C:57](=[O:63])[O:58][C:59]([CH3:62])([CH3:61])[CH3:60])[CH2:54]O)[CH2:52][CH2:51]1. Product: [CH2:43]([O:42][C:40]([C:39]1[C:35]([I:34])=[N:36][N:37]([CH2:54][CH:53]([NH:56][C:57]([O:58][C:59]([CH3:60])([CH3:62])[CH3:61])=[O:63])[CH:50]2[CH2:51][CH2:52]2)[C:38]=1[C:45]([O:47][CH2:48][CH3:49])=[O:46])=[O:41])[CH3:44]. The catalyst class is: 49. (2) Reactant: C([NH:8][C@H:9]1[CH2:14][C@H:13]([C:15]2[CH:20]=[CH:19][N:18]=[CH:17][C:16]=2[N+:21]([O-])=O)[O:12][C@H:11]([C:24]([CH3:27])([CH3:26])[CH3:25])[C@H:10]1[OH:28])C1C=CC=CC=1.[CH3:41][C:40]([O:39][C:37](O[C:37]([O:39][C:40]([CH3:43])([CH3:42])[CH3:41])=[O:38])=[O:38])([CH3:43])[CH3:42]. Product: [NH2:21][C:16]1[CH:17]=[N:18][CH:19]=[CH:20][C:15]=1[C@@H:13]1[O:12][C@H:11]([C:24]([CH3:25])([CH3:27])[CH3:26])[C@@H:10]([OH:28])[C@@H:9]([NH:8][C:37](=[O:38])[O:39][C:40]([CH3:41])([CH3:42])[CH3:43])[CH2:14]1.[NH2:21][C:16]1[CH:17]=[N:18][CH:19]=[CH:20][C:15]=1[C@H:13]1[O:12][C@@H:11]([C:24]([CH3:25])([CH3:27])[CH3:26])[C@H:10]([OH:28])[C@H:9]([NH:8][C:37](=[O:38])[O:39][C:40]([CH3:41])([CH3:42])[CH3:43])[CH2:14]1. The catalyst class is: 563. (3) Reactant: C([Cl:4])(=O)C.[CH3:5][N:6]1[C:10]2[NH:11][CH2:12][CH2:13][S:14][CH:15]([CH:16]3[CH2:21][CH2:20][N:19](C(OC(C)(C)C)=O)[CH2:18][CH2:17]3)[C:9]=2[C:8]([C:29]2[CH:34]=[CH:33][CH:32]=[CH:31][N:30]=2)=[N:7]1. Product: [ClH:4].[ClH:4].[CH3:5][N:6]1[C:10]2[NH:11][CH2:12][CH2:13][S:14][CH:15]([CH:16]3[CH2:21][CH2:20][NH:19][CH2:18][CH2:17]3)[C:9]=2[C:8]([C:29]2[CH:34]=[CH:33][CH:32]=[CH:31][N:30]=2)=[N:7]1. The catalyst class is: 5. (4) Reactant: Cl[CH2:2][CH2:3][N:4]([CH:11]([CH3:13])[CH3:12])[C:5]1[CH:10]=[CH:9][CH:8]=[CH:7][CH:6]=1.C([O-])([O-])=O.[K+].[K+].[C:20]1([CH:27]=[CH:26][C:24]([OH:25])=[CH:23][CH:22]=1)[OH:21]. Product: [CH:11]([N:4]([C:5]1[CH:10]=[CH:9][CH:8]=[CH:7][CH:6]=1)[CH2:3][CH2:2][O:21][C:20]1[CH:27]=[CH:26][C:24]([OH:25])=[CH:23][CH:22]=1)([CH3:13])[CH3:12]. The catalyst class is: 3.